Dataset: Reaction yield outcomes from USPTO patents with 853,638 reactions. Task: Predict the reaction yield, written as a fraction of the theoretical maximum amount of product (1.0 means a 100% yield; for example, 0.34 means a 34% yield). The reactants are Cl[C:2]1[C:7]([C:8]([NH:10][C@H:11]([C:13]2[CH:22]=[CH:21][C:16]([C:17]([O:19][CH3:20])=[O:18])=[CH:15][CH:14]=2)[CH3:12])=[O:9])=[CH:6][C:5]([Cl:23])=[CH:4][N:3]=1.Cl[C:25]1[CH:30]=[CH:29][C:28]([CH2:31][CH2:32][NH2:33])=[CH:27][CH:26]=1.[C:34](=O)([O-])[O-].[K+].[K+]. The catalyst is CN(C)C=O. The product is [Cl:23][C:5]1[CH:6]=[C:7]([C:8]([NH:10][C@H:11]([C:13]2[CH:22]=[CH:21][C:16]([C:17]([O:19][CH3:20])=[O:18])=[CH:15][CH:14]=2)[CH3:12])=[O:9])[C:2]([N:33]([CH3:34])[CH2:32][CH2:31][C:28]2[CH:29]=[CH:30][CH:25]=[CH:26][CH:27]=2)=[N:3][CH:4]=1. The yield is 0.720.